Dataset: Full USPTO retrosynthesis dataset with 1.9M reactions from patents (1976-2016). Task: Predict the reactants needed to synthesize the given product. (1) Given the product [CH3:1][O:2][C:3]1[C:4]([CH3:32])=[C:5]([C:23]([O:30][CH3:31])=[C:24]([O:28][CH3:29])[C:25]=1[O:26][CH3:27])[CH2:6][C:7]1[CH:16]=[CH:15][C:10]([C:11]([OH:13])=[O:12])=[C:9]([C:17]2[CH:18]=[N:19][CH:20]=[CH:21][CH:22]=2)[CH:8]=1, predict the reactants needed to synthesize it. The reactants are: [CH3:1][O:2][C:3]1[C:4]([CH3:32])=[C:5]([C:23]([O:30][CH3:31])=[C:24]([O:28][CH3:29])[C:25]=1[O:26][CH3:27])[CH2:6][C:7]1[CH:16]=[CH:15][C:10]([C:11]([O:13]C)=[O:12])=[C:9]([C:17]2[CH:18]=[N:19][CH:20]=[CH:21][CH:22]=2)[CH:8]=1. (2) Given the product [CH2:16]([N:12]1[CH2:13][CH2:14][C:15]2[N:7]([C:2]3[CH:3]=[CH:4][CH:5]=[CH:6][N:1]=3)[CH:8]=[N:9][C:10]=2[CH2:11]1)[C:17]1[CH:22]=[CH:21][CH:20]=[CH:19][CH:18]=1, predict the reactants needed to synthesize it. The reactants are: [N:1]1[CH:6]=[CH:5][CH:4]=[CH:3][C:2]=1[N:7]1[C:15]2[CH:14]=[CH:13][N:12]=[CH:11][C:10]=2[N:9]=[CH:8]1.[CH2:16](Br)[C:17]1[CH:22]=[CH:21][CH:20]=[CH:19][CH:18]=1.[BH4-].[Na+].